From a dataset of Full USPTO retrosynthesis dataset with 1.9M reactions from patents (1976-2016). Predict the reactants needed to synthesize the given product. (1) Given the product [CH3:1][O:2][C:3]([CH3:8])([CH3:7])[C:4]([NH:6][C:20](=[O:21])[O:22][C:23]([CH3:25])=[CH2:24])=[O:5], predict the reactants needed to synthesize it. The reactants are: [CH3:1][O:2][C:3]([CH3:8])([CH3:7])[C:4]([NH2:6])=[O:5].C[Si]([N-][Si](C)(C)C)(C)C.[Li+].Cl[C:20]([O:22][C:23]([CH3:25])=[CH2:24])=[O:21]. (2) The reactants are: O1CCCC1CCO.C([O:16][C:17]1[CH:21]=[C:20](/[CH:22]=[CH:23]/[C:24]([O:26][CH2:27][CH3:28])=[O:25])[N:19]([CH2:29][CH3:30])[N:18]=1)C1C=CC=CC=1. Given the product [CH2:29]([N:19]1[C:20]([CH2:22][CH2:23][C:24]([O:26][CH2:27][CH3:28])=[O:25])=[CH:21][C:17]([OH:16])=[N:18]1)[CH3:30], predict the reactants needed to synthesize it. (3) Given the product [OH:1][C:2]1[C:3](=[O:20])[CH:4]=[C:5]([CH2:8][NH:9][S:10]([C:13]2[CH:18]=[CH:17][C:16]([CH3:19])=[CH:15][CH:14]=2)(=[O:12])=[O:11])[O:6][C:7]=1[CH2:22][OH:21], predict the reactants needed to synthesize it. The reactants are: [OH:1][C:2]1[C:3](=[O:20])[CH:4]=[C:5]([CH2:8][NH:9][S:10]([C:13]2[CH:18]=[CH:17][C:16]([CH3:19])=[CH:15][CH:14]=2)(=[O:12])=[O:11])[O:6][CH:7]=1.[OH:21][C:22]1C(=O)C=C(CNS(C2C=CC=CC=2)(=O)=O)OC=1CO. (4) Given the product [CH3:1][C:2]1[CH:7]=[C:6]([CH3:8])[NH:5][C:4](=[O:9])[C:3]=1[CH2:10][NH:11][C:12]([C:14]1[C:15]2[CH:28]=[N:27][N:26]([CH:29]([CH3:31])[CH3:30])[C:16]=2[N:17]=[C:18]([C:20]2[CH2:21][CH2:22][N:23]([C:45]([CH:41]3[CH2:42][CH2:43][CH2:44][NH:39][CH2:40]3)=[O:46])[CH2:24][CH:25]=2)[CH:19]=1)=[O:13], predict the reactants needed to synthesize it. The reactants are: [CH3:1][C:2]1[CH:7]=[C:6]([CH3:8])[NH:5][C:4](=[O:9])[C:3]=1[CH2:10][NH:11][C:12]([C:14]1[C:15]2[CH:28]=[N:27][N:26]([CH:29]([CH3:31])[CH3:30])[C:16]=2[N:17]=[C:18]([C:20]2[CH2:21][CH2:22][NH:23][CH2:24][CH:25]=2)[CH:19]=1)=[O:13].CCN(CC)CC.[NH:39]1[CH2:44][CH2:43][CH2:42][CH:41]([C:45](O)=[O:46])[CH2:40]1.C1CN([P+](ON2N=NC3C=CC=CC2=3)(N2CCCC2)N2CCCC2)CC1.F[P-](F)(F)(F)(F)F. (5) Given the product [F:20][C:12]1([F:19])[O:11][C:10]2[CH:21]=[C:22]([F:23])[C:7]([N:6]=[C:24]=[S:25])=[CH:8][C:9]=2[N:14]([CH2:15][C:16]#[CH:17])[C:13]1=[O:18], predict the reactants needed to synthesize it. The reactants are: C(=O)(O)[O-].[Na+].[NH2:6][C:7]1[C:22]([F:23])=[CH:21][C:10]2[O:11][C:12]([F:20])([F:19])[C:13](=[O:18])[N:14]([CH2:15][C:16]#[CH:17])[C:9]=2[CH:8]=1.[C:24](Cl)(Cl)=[S:25].C(=O)(OCC)N. (6) Given the product [F:1][C:2]1[CH:7]=[C:6]([F:8])[CH:5]=[CH:4][C:3]=1[C:9]1[C:10]([C:11]2[CH:12]=[CH:13][C:14]3[N:15]([C:17]([CH:20]([CH3:22])[CH3:21])=[N:18][N:19]=3)[N:16]=2)=[C:25]2[CH2:26][CH2:27][CH2:28][N:24]2[N:23]=1, predict the reactants needed to synthesize it. The reactants are: [F:1][C:2]1[CH:7]=[C:6]([F:8])[CH:5]=[CH:4][C:3]=1[C:9](=[N:23][N:24]1[CH2:28][CH2:27][CH2:26][C:25]1=O)[CH2:10][C:11]1[CH:12]=[CH:13][C:14]2[N:15]([C:17]([CH:20]([CH3:22])[CH3:21])=[N:18][N:19]=2)[N:16]=1.[O-]CC.[Na+].Cl. (7) Given the product [CH3:18][N:16]1[CH2:17][C@H:4]2[C@@H:5]([N:6]([C:8]([O:10][C:11]([CH3:13])([CH3:14])[CH3:12])=[O:9])[CH2:7][C:2](=[O:1])[NH:3]2)[CH2:15]1, predict the reactants needed to synthesize it. The reactants are: [O:1]=[C:2]1[CH2:7][N:6]([C:8]([O:10][C:11]([CH3:14])([CH3:13])[CH3:12])=[O:9])[C@H:5]2[CH2:15][NH:16][CH2:17][C@@H:4]2[NH:3]1.[C:18](O[BH-](OC(=O)C)OC(=O)C)(=O)C.[Na+]. (8) Given the product [CH:14]([C:7]1[C:2]([CH3:1])=[CH:3][C:4]([NH:9][S:10]([CH3:13])(=[O:12])=[O:11])=[CH:5][C:6]=1[CH3:8])=[O:15], predict the reactants needed to synthesize it. The reactants are: [CH3:1][C:2]1[CH:3]=[C:4]([NH:9][S:10]([CH3:13])(=[O:12])=[O:11])[CH:5]=[C:6]([CH3:8])[CH:7]=1.[CH3:14][O:15]C(Cl)Cl. (9) Given the product [C:1]([N:5]1[C:9]2[NH:10][C:27]3[CH2:32][CH2:31][C:29](=[O:30])[C:28]=3[CH:20]([C:19]3[CH:22]=[CH:23][C:24]([O:25][CH3:26])=[C:17]([O:16][CH3:15])[CH:18]=3)[C:8]=2[C:7]([C:11]([CH3:14])([CH3:13])[CH3:12])=[N:6]1)([CH3:4])([CH3:3])[CH3:2], predict the reactants needed to synthesize it. The reactants are: [C:1]([N:5]1[C:9]([NH2:10])=[CH:8][C:7]([C:11]([CH3:14])([CH3:13])[CH3:12])=[N:6]1)([CH3:4])([CH3:3])[CH3:2].[CH3:15][O:16][C:17]1[CH:18]=[C:19]([CH:22]=[CH:23][C:24]=1[O:25][CH3:26])[CH:20]=O.[CH2:27]1[C:32](=O)[CH2:31][C:29](=[O:30])[CH2:28]1. (10) Given the product [CH3:13][O:12][C:9]1[CH:10]=[CH:11][C:6]([CH:2]2[NH:1][C:6]3([CH2:11][CH2:10][CH2:9][CH2:8][CH2:7]3)[NH:5][C:3]2=[O:4])=[CH:7][CH:8]=1.[C:9]1(=[O:12])[CH2:10][CH2:11][CH2:6][CH2:7][CH2:8]1, predict the reactants needed to synthesize it. The reactants are: [NH2:1][CH:2]([C:6]1[CH:11]=[CH:10][C:9]([O:12][CH3:13])=[CH:8][CH:7]=1)[C:3]([NH2:5])=[O:4].